Binary Classification. Given a drug SMILES string, predict its activity (active/inactive) in a high-throughput screening assay against a specified biological target. From a dataset of Cav3 T-type calcium channel HTS with 100,875 compounds. (1) The compound is S(CCCOc1cc(ccc1)C)c1[nH]c2c(n1)ccc(c2)C. The result is 1 (active). (2) The drug is Clc1c(c2oc3c(n2)cc(NC(=O)C(C)C)cc3)cc(F)c(F)c1. The result is 0 (inactive).